From a dataset of Catalyst prediction with 721,799 reactions and 888 catalyst types from USPTO. Predict which catalyst facilitates the given reaction. (1) Product: [CH:19]([C@H:20]1[CH2:21][CH2:22][C:23](=[O:35])[N:24]1[CH2:25][CH2:26][S:27][CH2:28][CH2:29][CH2:30][C:31]([O:33][CH3:34])=[O:32])=[O:18]. The catalyst class is: 2. Reactant: CS(C)=O.FC(F)(F)C(OC(=O)C(F)(F)F)=O.[OH:18][CH2:19][C@@H:20]1[N:24]([CH2:25][CH2:26][S:27][CH2:28][CH2:29][CH2:30][C:31]([O:33][CH3:34])=[O:32])[C:23](=[O:35])[CH2:22][CH2:21]1.C(N(CC)CC)C. (2) Reactant: [CH2:1]([P:3]([OH:5])[OH:4])[CH3:2].[CH2:6]([OH:9])[CH:7]=[CH2:8].[O-]S(OOS([O-])(=O)=O)(=O)=O.[Na+].[Na+]. Product: [CH2:1]([P:3]([CH2:8][CH2:7][CH2:6][OH:9])(=[O:5])[OH:4])[CH3:2]. The catalyst class is: 6. (3) Reactant: [CH2:1]([O:3][C@@H:4]([CH2:10][C:11]1[CH:16]=[CH:15][C:14]([OH:17])=[CH:13][CH:12]=1)[C:5]([O:7][CH2:8][CH3:9])=[O:6])[CH3:2].[CH3:18][S:19]([C:22]1[CH:27]=[CH:26][C:25]([CH2:28]O)=[CH:24][CH:23]=1)(=[O:21])=[O:20].C1(P(C2C=CC=CC=2)C2C=CC=CC=2)C=CC=CC=1.N(C(OC(C)C)=O)=NC(OC(C)C)=O. Product: [CH2:1]([O:3][C@@H:4]([CH2:10][C:11]1[CH:12]=[CH:13][C:14]([O:17][CH2:28][C:25]2[CH:24]=[CH:23][C:22]([S:19]([CH3:18])(=[O:21])=[O:20])=[CH:27][CH:26]=2)=[CH:15][CH:16]=1)[C:5]([O:7][CH2:8][CH3:9])=[O:6])[CH3:2]. The catalyst class is: 188. (4) Reactant: [Cl:1][C:2]1[CH:27]=[CH:26][C:5]([CH2:6][N:7]2[CH:12]=[C:11]([C:13]3[CH:18]=[CH:17][C:16]([O:19][CH3:20])=[CH:15][CH:14]=3)[CH:10]=[C:9]([C:21](OC)=[O:22])[C:8]2=[O:25])=[CH:4][CH:3]=1.CC(C[AlH]CC(C)C)C. Product: [Cl:1][C:2]1[CH:3]=[CH:4][C:5]([CH2:6][N:7]2[CH:12]=[C:11]([C:13]3[CH:18]=[CH:17][C:16]([O:19][CH3:20])=[CH:15][CH:14]=3)[CH:10]=[C:9]([CH2:21][OH:22])[C:8]2=[O:25])=[CH:26][CH:27]=1. The catalyst class is: 28. (5) Reactant: [OH:1][CH:2]([CH2:15][N:16]1[CH:20]=[CH:19][N:18]=[C:17]1[N+:21]([O-:23])=[O:22])[CH2:3][N:4]1C(=O)C2C(=CC=CC=2)C1=O.NN. Product: [NH2:4][CH2:3][CH:2]([OH:1])[CH2:15][N:16]1[CH:20]=[CH:19][N:18]=[C:17]1[N+:21]([O-:23])=[O:22]. The catalyst class is: 40.